Task: Predict the product of the given reaction.. Dataset: Forward reaction prediction with 1.9M reactions from USPTO patents (1976-2016) (1) Given the reactants [Cl:1][C:2]1[CH:7]=[C:6]([N+:8]([O-])=O)[C:5]([O:11][CH3:12])=[CH:4][C:3]=1[CH2:13][CH2:14][NH:15][C:16](=[O:24])[CH2:17][N:18]1[CH2:23][CH2:22][O:21][CH2:20][CH2:19]1.[NH4+].[Cl-], predict the reaction product. The product is: [NH2:8][C:6]1[C:5]([O:11][CH3:12])=[CH:4][C:3]([CH2:13][CH2:14][NH:15][C:16](=[O:24])[CH2:17][N:18]2[CH2:23][CH2:22][O:21][CH2:20][CH2:19]2)=[C:2]([Cl:1])[CH:7]=1. (2) Given the reactants [Br:1][C:2]1[C:7]([OH:8])=[CH:6][CH:5]=[CH:4][N:3]=1.[CH3:9][C:10](=[CH2:12])[CH3:11].OS(O)(=O)=O, predict the reaction product. The product is: [Br:1][C:2]1[C:7]([O:8][C:10]([CH3:12])([CH3:11])[CH3:9])=[CH:6][CH:5]=[CH:4][N:3]=1. (3) Given the reactants COC(=O)CC1C=CC(CBr)=CC=1.[CH3:14][O:15][C:16](=[O:47])[CH2:17][C:18]1[CH:23]=[CH:22][C:21]([CH2:24][N:25]2[CH:29]=[C:28]([C:30]3[CH:35]=[CH:34][C:33]([Cl:36])=[CH:32][C:31]=3[Cl:37])[N:27]=[C:26]2/[CH:38]=[CH:39]/[C:40]2[CH:45]=[CH:44][C:43](Br)=[CH:42][CH:41]=2)=[CH:20][CH:19]=1.[F:48][C:49]([F:60])([F:59])[C:50]1[CH:51]=[C:52](B(O)O)[CH:53]=[CH:54][CH:55]=1, predict the reaction product. The product is: [CH3:14][O:15][C:16](=[O:47])[CH2:17][C:18]1[CH:23]=[CH:22][C:21]([CH2:24][N:25]2[CH:29]=[C:28]([C:30]3[CH:35]=[CH:34][C:33]([Cl:36])=[CH:32][C:31]=3[Cl:37])[N:27]=[C:26]2/[CH:38]=[CH:39]/[C:40]2[CH:45]=[CH:44][C:43]([C:54]3[CH:53]=[CH:52][CH:51]=[C:50]([C:49]([F:60])([F:59])[F:48])[CH:55]=3)=[CH:42][CH:41]=2)=[CH:20][CH:19]=1. (4) Given the reactants [F:1][C:2]1[CH:30]=[C:29]([F:31])[CH:28]=[CH:27][C:3]=1[O:4][C:5]1[C:6]([C:15]2[C:24]3[C:19](=[CH:20][CH:21]=[CH:22][CH:23]=3)[C:18](=[O:25])[N:17]([CH3:26])[CH:16]=2)=[N:7][C:8](S(C)(=O)=O)=[N:9][CH:10]=1.[CH2:32]([S:34]([NH2:37])(=[O:36])=[O:35])[CH3:33], predict the reaction product. The product is: [F:1][C:2]1[CH:30]=[C:29]([F:31])[CH:28]=[CH:27][C:3]=1[O:4][C:5]1[C:6]([C:15]2[C:24]3[C:19](=[CH:20][CH:21]=[CH:22][CH:23]=3)[C:18](=[O:25])[N:17]([CH3:26])[CH:16]=2)=[N:7][C:8]([NH:37][S:34]([CH2:32][CH3:33])(=[O:36])=[O:35])=[N:9][CH:10]=1. (5) Given the reactants [CH:1]1([C:4]([C:6]2[CH:7]=[N:8][C:9]3[C:14]([C:15]=2[NH:16][C@H:17]2[CH2:22][CH2:21][C@H:20]([NH:23]C(=O)OC(C)(C)C)[CH2:19][CH2:18]2)=[CH:13][C:12]([C:31]2[CH:36]=[C:35]([Cl:37])[C:34]([OH:38])=[CH:33][C:32]=2[Cl:39])=[CH:11][CH:10]=3)=[O:5])[CH2:3][CH2:2]1.C(O)(C(F)(F)F)=O, predict the reaction product. The product is: [NH2:23][C@H:20]1[CH2:21][CH2:22][C@H:17]([NH:16][C:15]2[C:14]3[C:9](=[CH:10][CH:11]=[C:12]([C:31]4[CH:36]=[C:35]([Cl:37])[C:34]([OH:38])=[CH:33][C:32]=4[Cl:39])[CH:13]=3)[N:8]=[CH:7][C:6]=2[C:4]([CH:1]2[CH2:2][CH2:3]2)=[O:5])[CH2:18][CH2:19]1. (6) The product is: [C:19]([O:23][C:24](=[O:32])[NH:25][CH:26]1[CH2:31][CH2:30][N:29]([C:12](=[O:14])[C:11]2[CH:15]=[CH:16][N:17]=[CH:18][C:10]=2[NH:9][C:3]2[CH:4]=[CH:5][C:6]([I:8])=[CH:7][C:2]=2[F:1])[CH2:28][CH2:27]1)([CH3:22])([CH3:20])[CH3:21]. Given the reactants [F:1][C:2]1[CH:7]=[C:6]([I:8])[CH:5]=[CH:4][C:3]=1[NH:9][C:10]1[CH:18]=[N:17][CH:16]=[CH:15][C:11]=1[C:12]([OH:14])=O.[C:19]([O:23][C:24](=[O:32])[NH:25][CH:26]1[CH2:31][CH2:30][NH:29][CH2:28][CH2:27]1)([CH3:22])([CH3:21])[CH3:20], predict the reaction product. (7) Given the reactants [CH3:1][C:2]1[CH:7]=[C:6]([C:8]2[CH:9]=[CH:10][C:11]3[N:17]4[CH2:18][C@H:14]([CH2:15][CH2:16]4)[NH:13][C:12]=3[N:19]=2)[CH:5]=[CH:4][N:3]=1.ClC(Cl)(O[C:24](=[O:30])OC(Cl)(Cl)Cl)Cl.[CH2:32]([N:34](CC)[CH2:35][CH3:36])[CH3:33].N1CCCC1, predict the reaction product. The product is: [CH3:1][C:2]1[CH:7]=[C:6]([C:8]2[CH:9]=[CH:10][C:11]3[N:17]4[CH2:18][C@H:14]([CH2:15][CH2:16]4)[N:13]([C:24]([N:34]4[CH2:35][CH2:36][CH2:33][CH2:32]4)=[O:30])[C:12]=3[N:19]=2)[CH:5]=[CH:4][N:3]=1.